From a dataset of Catalyst prediction with 721,799 reactions and 888 catalyst types from USPTO. Predict which catalyst facilitates the given reaction. (1) Reactant: [C:1]1([C:7](=O)[CH2:8][C:9](=O)[CH2:10][CH2:11][CH:12]=[CH2:13])[CH:6]=[CH:5][CH:4]=[CH:3][CH:2]=1.O.[NH2:17][NH2:18]. Product: [CH2:10]([C:9]1[NH:18][N:17]=[C:7]([C:1]2[CH:6]=[CH:5][CH:4]=[CH:3][CH:2]=2)[CH:8]=1)[CH2:11][CH:12]=[CH2:13]. The catalyst class is: 8. (2) Reactant: C(OC(=O)[NH:7][C:8]1[CH:13]=[CH:12][C:11]([S:14][C:15]2[CH:20]=[CH:19][C:18]([C:21](=[O:31])[NH:22][C@H:23]([C:25]3[CH:30]=[CH:29][CH:28]=[CH:27][CH:26]=3)[CH3:24])=[CH:17][C:16]=2[NH:32][C:33]2[C:34]3[CH:42]=[CH:41][C:40]([CH:43]([CH3:45])[CH3:44])=[N:39][C:35]=3[N:36]=[CH:37][N:38]=2)=[CH:10][CH:9]=1)(C)(C)C.FC(F)(F)C(O)=O.CCOC(C)=O.C([O-])([O-])=O.[K+].[K+]. Product: [NH2:7][C:8]1[CH:13]=[CH:12][C:11]([S:14][C:15]2[CH:20]=[CH:19][C:18]([C:21]([NH:22][C@H:23]([C:25]3[CH:26]=[CH:27][CH:28]=[CH:29][CH:30]=3)[CH3:24])=[O:31])=[CH:17][C:16]=2[NH:32][C:33]2[C:34]3[CH:42]=[CH:41][C:40]([CH:43]([CH3:45])[CH3:44])=[N:39][C:35]=3[N:36]=[CH:37][N:38]=2)=[CH:10][CH:9]=1. The catalyst class is: 4. (3) Reactant: [F:1][C:2]([F:22])([F:21])[C:3]([N:5]1[CH2:15][CH:14]2[CH2:16][CH:7]([C:8]3[CH:9]=[C:10]([N+:18]([O-])=O)[C:11]([OH:17])=[CH:12][C:13]=32)[CH2:6]1)=[O:4]. Product: [F:22][C:2]([F:1])([F:21])[C:3]([N:5]1[CH2:15][CH:14]2[CH2:16][CH:7]([C:8]3[CH:9]=[C:10]([NH2:18])[C:11]([OH:17])=[CH:12][C:13]=32)[CH2:6]1)=[O:4]. The catalyst class is: 19. (4) Reactant: [C:1]([NH:5][S:6]([C:9]1[CH:10]=[C:11]([CH:18]=[CH:19][CH:20]=1)[C:12](N(OC)C)=[O:13])(=[O:8])=[O:7])([CH3:4])([CH3:3])[CH3:2].[CH3:21][Mg+].[Br-].[NH4+].[Cl-]. Product: [C:12]([C:11]1[CH:10]=[C:9]([S:6]([NH:5][C:1]([CH3:4])([CH3:3])[CH3:2])(=[O:8])=[O:7])[CH:20]=[CH:19][CH:18]=1)(=[O:13])[CH3:21]. The catalyst class is: 1. (5) Reactant: [C:1]([NH2:9])(=[NH:8])[C:2]1[CH:7]=[CH:6][CH:5]=[CH:4][CH:3]=1.C([O:12][CH:13]=[C:14]([C:20]#[N:21])[C:15](OCC)=O)C. Product: [OH:12][C:13]1[C:14]([C:20]#[N:21])=[CH:15][N:9]=[C:1]([C:2]2[CH:7]=[CH:6][CH:5]=[CH:4][CH:3]=2)[N:8]=1. The catalyst class is: 3. (6) Reactant: [C:1]([N:5]1[C:9](=[O:10])[CH:8]=[C:7]([C:11]2[CH:16]=[CH:15][CH:14]=[C:13]([O:17][CH2:18][CH2:19][CH2:20][OH:21])[CH:12]=2)[S:6]1(=[O:23])=[O:22])([CH3:4])([CH3:3])[CH3:2].[OH:24][C:25]1[CH:34]=[CH:33][CH:32]=[C:31](O)[C:26]=1[C:27]([O:29][CH3:30])=[O:28].C1(P(C2C=CC=CC=2)C2C=CC=CC=2)C=CC=CC=1.N(C(OC(C)C)=O)=NC(OC(C)C)=O. Product: [CH3:30][O:29][C:27](=[O:28])[C:26]1[C:25]([OH:24])=[CH:34][CH:33]=[CH:32][C:31]=1[O:21][CH2:20][CH2:19][CH2:18][O:17][C:13]1[CH:14]=[CH:15][CH:16]=[C:11]([C:7]2[S:6](=[O:22])(=[O:23])[N:5]([C:1]([CH3:4])([CH3:2])[CH3:3])[C:9](=[O:10])[CH:8]=2)[CH:12]=1. The catalyst class is: 7. (7) Product: [CH3:20][C:19]1[CH:18]=[C:17]([C:1]([C:2]2[CH:7]=[CH:6][CH:5]=[CH:4][CH:3]=2)=[O:8])[O:16][C:15]=1[CH3:14]. The catalyst class is: 534. Reactant: [C:1](Cl)(=[O:8])[C:2]1[CH:7]=[CH:6][CH:5]=[CH:4][CH:3]=1.[Cl-].[Al+3].[Cl-].[Cl-].[CH3:14][C:15]1[O:16][CH:17]=[CH:18][C:19]=1[CH3:20].Cl.